Predict the reaction yield, written as a fraction of the theoretical maximum amount of product (1.0 means a 100% yield; for example, 0.34 means a 34% yield). From a dataset of Reaction yield outcomes from USPTO patents with 853,638 reactions. (1) The reactants are C(=O)([O-])[O-].[K+].[K+].Br[CH2:8][CH2:9][CH2:10][C:11]([O:13][CH2:14][CH3:15])=[O:12].[CH3:16][C:17]1[CH:22]=[CH:21][C:20]([SH:23])=[CH:19][CH:18]=1.O. The catalyst is C(#N)C.C(OCC)(=O)C. The product is [CH2:14]([O:13][C:11](=[O:12])[CH2:10][CH2:9][CH2:8][S:23][C:20]1[CH:21]=[CH:22][C:17]([CH3:16])=[CH:18][CH:19]=1)[CH3:15]. The yield is 0.950. (2) The reactants are CO[C:3](=[O:13])[C:4]1[C:9]([I:10])=[CH:8][CH:7]=[CH:6][C:5]=1[CH2:11]Br.[O:14]([C:21]1[CH:26]=[CH:25][C:24]([CH2:27][CH2:28][CH2:29][NH2:30])=[CH:23][CH:22]=1)[C:15]1[CH:20]=[CH:19][CH:18]=[CH:17][CH:16]=1.C([O-])([O-])=O.[K+].[K+].C(OCC)(=O)C. The product is [I:10][C:9]1[CH:8]=[CH:7][CH:6]=[C:5]2[C:4]=1[C:3](=[O:13])[N:30]([CH2:29][CH2:28][CH2:27][C:24]1[CH:25]=[CH:26][C:21]([O:14][C:15]3[CH:20]=[CH:19][CH:18]=[CH:17][CH:16]=3)=[CH:22][CH:23]=1)[CH2:11]2. The yield is 0.180. The catalyst is C1(C)C=CC=CC=1.CCCCCC. (3) The reactants are [CH3:1][O:2][C:3]([CH:5]([PH4])[CH2:6][C:7]([O:9][C:10]([CH3:13])([CH3:12])[CH3:11])=[O:8])=[O:4].[CH3:15][C:16]1[O:20][C:19]([CH:21]=O)=[CH:18][CH:17]=1. The catalyst is C1(C)C=CC=CC=1. The product is [C:10]([O:9][C:7](=[O:8])[CH2:6]/[C:5](/[C:3]([O:2][CH3:1])=[O:4])=[CH:21]\[C:19]1[O:20][C:16]([CH3:15])=[CH:17][CH:18]=1)([CH3:13])([CH3:12])[CH3:11]. The yield is 1.00. (4) The reactants are Cl[C:2]1[CH:3]=[CH:4][C:5]2[N:11]3[CH2:12][C@H:8]([CH2:9][CH2:10]3)[N:7]([C:13]([NH:15][C:16]3[CH:21]=[N:20][CH:19]=[CH:18][N:17]=3)=[O:14])[C:6]=2[N:22]=1.[N:23]1([C:29]([O:31][C:32]([CH3:35])([CH3:34])[CH3:33])=[O:30])[CH2:28][CH2:27][NH:26][CH2:25][CH2:24]1.C([O-])([O-])=O.[Cs+].[Cs+].CC(C1C=C(C(C)C)C(C2C=CC=CC=2P(C2CCCCC2)C2CCCCC2)=C(C(C)C)C=1)C. The catalyst is O1CCOCC1.O. The product is [N:17]1[CH:18]=[CH:19][N:20]=[CH:21][C:16]=1[NH:15][C:13]([N:7]1[C@@H:8]2[CH2:12][N:11]([CH2:10][CH2:9]2)[C:5]2[CH:4]=[CH:3][C:2]([N:26]3[CH2:25][CH2:24][N:23]([C:29]([O:31][C:32]([CH3:35])([CH3:34])[CH3:33])=[O:30])[CH2:28][CH2:27]3)=[N:22][C:6]1=2)=[O:14]. The yield is 0.325. (5) The reactants are Cl[C:2]1[CH:7]=[CH:6][N:5]=[C:4]([C:8]([O:10][CH:11]([CH3:13])[CH3:12])=[O:9])[CH:3]=1.[N+:14]([C:17]1[CH:22]=[CH:21][C:20]([OH:23])=[CH:19][CH:18]=1)([O-:16])=[O:15].C(OCC)(=O)C.[OH-].[Na+]. The catalyst is ClC1C=CC=CC=1. The product is [N+:14]([C:17]1[CH:22]=[CH:21][C:20]([O:23][C:2]2[CH:7]=[CH:6][N:5]=[C:4]([C:8]([O:10][CH:11]([CH3:13])[CH3:12])=[O:9])[CH:3]=2)=[CH:19][CH:18]=1)([O-:16])=[O:15]. The yield is 0.450. (6) The reactants are C([Li])CCC.[CH3:6][O:7][CH2:8][O:9][C:10]1[CH:15]=[CH:14][CH:13]=[C:12]([O:16][CH2:17][O:18][CH3:19])[CH:11]=1.[I:20]I. The catalyst is C1COCC1. The product is [I:20][C:11]1[C:12]([O:16][CH2:17][O:18][CH3:19])=[CH:13][CH:14]=[CH:15][C:10]=1[O:9][CH2:8][O:7][CH3:6]. The yield is 0.790. (7) The catalyst is C1COCC1.O=[Mn]=O. The product is [CH3:1][N:2]1[C:6]([C:7]2[CH:12]=[CH:11][CH:10]=[CH:9][CH:8]=2)=[N:5][N:4]=[C:3]1[CH:13]=[O:14]. The reactants are [CH3:1][N:2]1[C:6]([C:7]2[CH:12]=[CH:11][CH:10]=[CH:9][CH:8]=2)=[N:5][N:4]=[C:3]1[CH2:13][OH:14]. The yield is 0.640.